Dataset: Forward reaction prediction with 1.9M reactions from USPTO patents (1976-2016). Task: Predict the product of the given reaction. (1) Given the reactants [Br:1][C:2]1[N:7]=[CH:6][C:5]2[CH:8]=[C:9]([C:11]3[CH:12]=[N:13][N:14]([CH3:16])[CH:15]=3)[NH:10][C:4]=2[CH:3]=1.[CH3:17][O:18][C:19](Cl)=[O:20], predict the reaction product. The product is: [CH3:17][O:18][C:19]([N:10]1[C:4]2[CH:3]=[C:2]([Br:1])[N:7]=[CH:6][C:5]=2[CH:8]=[C:9]1[C:11]1[CH:12]=[N:13][N:14]([CH3:16])[CH:15]=1)=[O:20]. (2) Given the reactants [H-].[Na+].P([O-])([O-])(O[CH:6]([CH2:9][CH3:10])[C:7]#[N:8])=O.CC([C:16]1[CH:21]=[C:20]([O:22][CH3:23])[C:19]([O:24][CH3:25])=[C:18]([O:26][CH3:27])[CH:17]=1)=O, predict the reaction product. The product is: [CH3:27][O:26][C:18]1[CH:17]=[C:16]([C:9]([CH3:10])=[CH:6][C:7]#[N:8])[CH:21]=[C:20]([O:22][CH3:23])[C:19]=1[O:24][CH3:25].